From a dataset of Reaction yield outcomes from USPTO patents with 853,638 reactions. Predict the reaction yield, written as a fraction of the theoretical maximum amount of product (1.0 means a 100% yield; for example, 0.34 means a 34% yield). (1) The reactants are [NH2:1][C:2]1[C:3]([C:12]([OH:14])=[O:13])=[CH:4][C:5]2[C:10]([CH:11]=1)=[CH:9][CH:8]=[CH:7][CH:6]=2.C(N(CC)CC)C.[N:22]([C:25]1[C:30]([CH3:31])=[CH:29][C:28]([CH3:32])=[CH:27][C:26]=1[CH3:33])=[C:23]=[O:24]. The catalyst is CN(C=O)C. The product is [CH3:31][C:30]1[CH:29]=[C:28]([CH3:32])[CH:27]=[C:26]([CH3:33])[C:25]=1[NH:22][C:23]([NH:1][C:2]1[C:3]([C:12]([OH:14])=[O:13])=[CH:4][C:5]2[C:10]([CH:11]=1)=[CH:9][CH:8]=[CH:7][CH:6]=2)=[O:24]. The yield is 0.840. (2) The reactants are C1(C)C=CC=CC=1.CC1(C)COB([C:15]2[CH:16]=[C:17]([NH2:30])[C:18]([N:21]([CH2:26][CH:27]([CH3:29])[CH3:28])[CH2:22][CH:23]([CH3:25])[CH3:24])=[CH:19][CH:20]=2)OC1.Br[C:33]1[CH:38]=[CH:37][CH:36]=[CH:35][C:34]=1[C:39]1[N:40]=[N:41][N:42]([C:44]([C:57]2[CH:62]=[CH:61][CH:60]=[CH:59][CH:58]=2)([C:51]2[CH:56]=[CH:55][CH:54]=[CH:53][CH:52]=2)[C:45]2[CH:50]=[CH:49][CH:48]=[CH:47][CH:46]=2)[N:43]=1.C(=O)([O-])[O-].[Na+].[Na+]. The catalyst is C1C=CC([P]([Pd]([P](C2C=CC=CC=2)(C2C=CC=CC=2)C2C=CC=CC=2)([P](C2C=CC=CC=2)(C2C=CC=CC=2)C2C=CC=CC=2)[P](C2C=CC=CC=2)(C2C=CC=CC=2)C2C=CC=CC=2)(C2C=CC=CC=2)C2C=CC=CC=2)=CC=1.O. The product is [CH2:26]([N:21]([CH2:22][CH:23]([CH3:24])[CH3:25])[C:18]1[CH:19]=[CH:20][C:15]([C:33]2[CH:38]=[CH:37][CH:36]=[CH:35][C:34]=2[C:39]2[N:40]=[N:41][N:42]([C:44]([C:57]3[CH:58]=[CH:59][CH:60]=[CH:61][CH:62]=3)([C:51]3[CH:52]=[CH:53][CH:54]=[CH:55][CH:56]=3)[C:45]3[CH:50]=[CH:49][CH:48]=[CH:47][CH:46]=3)[N:43]=2)=[CH:16][C:17]=1[NH2:30])[CH:27]([CH3:28])[CH3:29]. The yield is 0.714.